Dataset: Catalyst prediction with 721,799 reactions and 888 catalyst types from USPTO. Task: Predict which catalyst facilitates the given reaction. (1) Reactant: [CH3:1][O:2][C:3]1[CH:4]=[C:5]([C:9]2[C:17]3[O:16][CH:15]([CH2:18][NH:19]C(=O)OCC4C=CC=CC=4)[CH2:14][C:13]=3[CH:12]=[CH:11][CH:10]=2)[CH:6]=[CH:7][CH:8]=1. Product: [CH3:1][O:2][C:3]1[CH:4]=[C:5]([C:9]2[C:17]3[O:16][CH:15]([CH2:18][NH2:19])[CH2:14][C:13]=3[CH:12]=[CH:11][CH:10]=2)[CH:6]=[CH:7][CH:8]=1. The catalyst class is: 45. (2) Product: [Cl:10][C:11]1[CH:12]=[C:13]([C:18]2[C:23]([C:24]([NH:26][CH2:27][CH2:28][CH2:29][C:30]3[CH:35]=[CH:34][CH:33]=[CH:32][CH:31]=3)=[O:25])=[C:22]([CH3:36])[N:21]=[C:20]([O:7][C:1]3[CH:6]=[CH:5][CH:4]=[CH:3][CH:2]=3)[N:19]=2)[CH:14]=[C:15]([Cl:17])[CH:16]=1. Reactant: [C:1]1([OH:7])[CH:6]=[CH:5][CH:4]=[CH:3][CH:2]=1.[H-].[Na+].[Cl:10][C:11]1[CH:12]=[C:13]([C:18]2[C:23]([C:24]([NH:26][CH2:27][CH2:28][CH2:29][C:30]3[CH:35]=[CH:34][CH:33]=[CH:32][CH:31]=3)=[O:25])=[C:22]([CH3:36])[N:21]=[C:20](S(C)(=O)=O)[N:19]=2)[CH:14]=[C:15]([Cl:17])[CH:16]=1. The catalyst class is: 3. (3) Reactant: C([O:3][C:4]([C:6]1[CH:7]=[N:8][N:9]([C:12]2[C:17]([Cl:18])=[CH:16][C:15]([C:19]([F:22])([F:21])[F:20])=[CH:14][C:13]=2[Cl:23])[C:10]=1[CH3:11])=[O:5])C.[OH-].[Na+]. Product: [Cl:18][C:17]1[CH:16]=[C:15]([C:19]([F:22])([F:20])[F:21])[CH:14]=[C:13]([Cl:23])[C:12]=1[N:9]1[C:10]([CH3:11])=[C:6]([C:4]([OH:5])=[O:3])[CH:7]=[N:8]1. The catalyst class is: 83. (4) Reactant: [OH:1][C:2]1[CH:7]=[CH:6][C:5]([C:8](=O)[CH3:9])=[CH:4][CH:3]=1.Cl.[F:12][C:13]([F:24])([F:23])[C:14]1[CH:22]=[CH:21][C:17]([CH2:18][O:19][NH2:20])=[CH:16][CH:15]=1.C(O)(=O)C.C([O-])(=O)C.[Na+]. Product: [F:12][C:13]([F:23])([F:24])[C:14]1[CH:22]=[CH:21][C:17]([CH2:18][O:19][N:20]=[C:8]([C:5]2[CH:6]=[CH:7][C:2]([OH:1])=[CH:3][CH:4]=2)[CH3:9])=[CH:16][CH:15]=1. The catalyst class is: 14. (5) Reactant: [F:1][CH:2]([F:35])[C:3]1[N:7]([C:8]2[N:13]=[C:12]3[N:14]([CH:17]4[CH2:22][CH2:21][NH:20][CH2:19][CH2:18]4)[N:15]=[CH:16][C:11]3=[C:10]([N:23]3[CH2:28][CH2:27][O:26][CH2:25][CH2:24]3)[N:9]=2)[C:6]2[CH:29]=[CH:30][CH:31]=[C:32]([O:33][CH3:34])[C:5]=2[N:4]=1.CCN(C(C)C)C(C)C.Cl[CH2:46][CH2:47][S:48](Cl)(=[O:50])=[O:49].O. Product: [F:35][CH:2]([F:1])[C:3]1[N:7]([C:8]2[N:13]=[C:12]3[N:14]([CH:17]4[CH2:22][CH2:21][N:20]([S:48]([CH:47]=[CH2:46])(=[O:50])=[O:49])[CH2:19][CH2:18]4)[N:15]=[CH:16][C:11]3=[C:10]([N:23]3[CH2:24][CH2:25][O:26][CH2:27][CH2:28]3)[N:9]=2)[C:6]2[CH:29]=[CH:30][CH:31]=[C:32]([O:33][CH3:34])[C:5]=2[N:4]=1. The catalyst class is: 2. (6) Reactant: [C:1]([O:5][C:6]([N:8]1[CH2:12][C:11]([F:14])([F:13])[CH2:10][CH:9]1[CH2:15][OH:16])=[O:7])([CH3:4])([CH3:3])[CH3:2].CCN(CC)CC.CS(C)=O. Product: [C:1]([O:5][C:6]([N:8]1[CH2:12][C:11]([F:13])([F:14])[CH2:10][CH:9]1[CH:15]=[O:16])=[O:7])([CH3:4])([CH3:3])[CH3:2]. The catalyst class is: 2. (7) Reactant: [Br:1][C:2]1[N:7]=[C:6]([C@@:8]([O:12][Si](C)(C)C)([CH3:11])[C:9]#[N:10])[C:5]([F:17])=[C:4]([Si:18]([CH2:23][CH3:24])([CH2:21][CH3:22])[CH2:19][CH3:20])[CH:3]=1.[ClH:25]. Product: [ClH:25].[NH2:10][CH2:9][C@:8]([C:6]1[C:5]([F:17])=[C:4]([Si:18]([CH2:21][CH3:22])([CH2:23][CH3:24])[CH2:19][CH3:20])[CH:3]=[C:2]([Br:1])[N:7]=1)([OH:12])[CH3:11]. The catalyst class is: 1.